The task is: Predict the reactants needed to synthesize the given product.. This data is from Full USPTO retrosynthesis dataset with 1.9M reactions from patents (1976-2016). Given the product [C:17]([C:10]1[C:11]2[NH:12][C:13]3[C:5](=[CH:4][CH:3]=[C:2]([Br:1])[CH:14]=3)[C:6]=2[CH:7]=[CH:8][N:9]=1)(=[O:19])[CH3:18], predict the reactants needed to synthesize it. The reactants are: [Br:1][C:2]1[CH:14]=[C:13]2[C:5]([C:6]3[CH:7]=[CH:8][N:9]=[CH:10][C:11]=3[NH:12]2)=[CH:4][CH:3]=1.[OH-].[Na+].[C:17](OC(=O)C)(=[O:19])[CH3:18].